Dataset: Forward reaction prediction with 1.9M reactions from USPTO patents (1976-2016). Task: Predict the product of the given reaction. (1) Given the reactants [CH3:1][C@H:2]1[C@@H:7]2[CH2:8][CH2:9][C:10]3[CH:11]=[N:12][C:13]([C:16]4[CH:17]=[N:18][CH:19]=[CH:20][CH:21]=4)=[N:14][C:15]=3[C@@:6]2([C:22]2[CH:27]=[CH:26][CH:25]=[CH:24][CH:23]=2)[CH2:5][CH2:4][C:3]1=[O:28].[CH:29](OCC)=[O:30].C[O-].[Na+].CO, predict the reaction product. The product is: [OH:30]/[CH:29]=[C:4]1/[CH2:5][C@:6]2([C:22]3[CH:23]=[CH:24][CH:25]=[CH:26][CH:27]=3)[C:15]3[N:14]=[C:13]([C:16]4[CH:17]=[N:18][CH:19]=[CH:20][CH:21]=4)[N:12]=[CH:11][C:10]=3[CH2:9][CH2:8][C@H:7]2[C@H:2]([CH3:1])[C:3]/1=[O:28]. (2) Given the reactants [F:1][C:2]1[CH:11]=[C:10]2[C:5]([N:6]=[C:7](O)[C:8]([C:12]([O:14][CH2:15][CH3:16])=[O:13])=[N:9]2)=[CH:4][CH:3]=1.O(Cl)[Cl:19].[P+5], predict the reaction product. The product is: [Cl:19][C:7]1[C:8]([C:12]([O:14][CH2:15][CH3:16])=[O:13])=[N:9][C:10]2[C:5]([N:6]=1)=[CH:4][CH:3]=[C:2]([F:1])[CH:11]=2.